This data is from Catalyst prediction with 721,799 reactions and 888 catalyst types from USPTO. The task is: Predict which catalyst facilitates the given reaction. (1) Reactant: [CH3:1][C:2]([OH:16])([CH3:15])[CH2:3][O:4][C:5]1[CH:10]=[CH:9][C:8]([N+:11]([O-])=O)=[CH:7][C:6]=1[CH3:14]. Product: [NH2:11][C:8]1[CH:9]=[CH:10][C:5]([O:4][CH2:3][C:2]([CH3:15])([OH:16])[CH3:1])=[C:6]([CH3:14])[CH:7]=1. The catalyst class is: 19. (2) Reactant: [OH:1][C@H:2]([CH3:37])[C@@H:3]([NH:6][C:7]([C:9]1[NH:10][C:11]([C:14]2[CH:19]=[C:18]([O:20][C:21]3[CH:22]=[N:23][C:24]([S:27]([CH3:30])(=[O:29])=[O:28])=[CH:25][CH:26]=3)[CH:17]=[C:16]([O:31][C@@H:32]([CH3:36])[CH2:33][O:34][CH3:35])[CH:15]=2)=[CH:12][CH:13]=1)=O)[CH2:4][OH:5].CS(O)(=O)=O.C(N(CC)CC)C.C(=O)([O-])O.[Na+]. Product: [CH3:35][O:34][CH2:33][C@H:32]([CH3:36])[O:31][C:16]1[CH:15]=[C:14]([C:11]2[NH:10][C:9]([C:7]3[O:5][CH2:4][C@@H:3]([C@H:2]([OH:1])[CH3:37])[N:6]=3)=[CH:13][CH:12]=2)[CH:19]=[C:18]([O:20][C:21]2[CH:22]=[N:23][C:24]([S:27]([CH3:30])(=[O:28])=[O:29])=[CH:25][CH:26]=2)[CH:17]=1. The catalyst class is: 7. (3) The catalyst class is: 2. Product: [NH2:1][C@H:2]([C:6]([O:8][C:21]([CH3:33])([CH3:22])[CH3:20])=[O:7])[CH2:3][C:4]#[CH:5]. Reactant: [NH2:1][C@H:2]([C:6]([OH:8])=[O:7])[CH2:3][C:4]#[CH:5].N(C(O[CH2:20][CH:21]1[C:33]2C(=CC=CC=2)C2[C:22]1=CC=CC=2)=O)[C@H](C(O)=O)CC#C. (4) Reactant: [Cl:1][C:2]1[CH:3]=[CH:4][C:5]2[NH:6][C:7]3[C:12]([C:13]=2[CH:14]=1)=[CH:11][C:10]([Cl:15])=[CH:9][CH:8]=3.[H-].[Na+].CN(C=O)C.Br[CH2:24][CH2:25][C:26]#[N:27]. Product: [Cl:15][C:10]1[CH:9]=[CH:8][C:7]2[N:6]([CH2:24][CH2:25][C:26]#[N:27])[C:5]3[C:13]([C:12]=2[CH:11]=1)=[CH:14][C:2]([Cl:1])=[CH:3][CH:4]=3. The catalyst class is: 13.